This data is from Full USPTO retrosynthesis dataset with 1.9M reactions from patents (1976-2016). The task is: Predict the reactants needed to synthesize the given product. (1) Given the product [CH3:30][N:31]([CH3:32])[CH2:27][CH2:26][CH2:25][C:22]1[CH:23]=[CH:24][C:19]([NH:18][C:3]2[C:2]([F:1])=[C:16]([F:17])[CH:15]=[CH:14][C:4]=2[C:5]([NH:7][O:8][CH2:9][CH2:10][OH:11])=[O:6])=[C:20]([F:29])[CH:21]=1, predict the reactants needed to synthesize it. The reactants are: [F:1][C:2]1[C:3]([NH:18][C:19]2[CH:24]=[CH:23][C:22]([CH2:25][CH2:26][CH2:27]I)=[CH:21][C:20]=2[F:29])=[C:4]([CH:14]=[CH:15][C:16]=1[F:17])[C:5]([NH:7][O:8][CH2:9][CH2:10][O:11]C=C)=[O:6].[CH3:30][NH:31][CH3:32].Cl.C([O-])([O-])=O.[K+].[K+].[Na+].[Cl-]. (2) Given the product [C:12]([O:11][C:10](=[O:16])[NH:9][C:5]1[CH:6]=[CH:7][CH:8]=[C:3]([CH2:2][NH:1][C:20]2[C:21]([Cl:25])=[CH:22][N:23]=[C:18]([Cl:17])[N:19]=2)[CH:4]=1)([CH3:13])([CH3:15])[CH3:14], predict the reactants needed to synthesize it. The reactants are: [NH2:1][CH2:2][C:3]1[CH:4]=[C:5]([NH:9][C:10](=[O:16])[O:11][C:12]([CH3:15])([CH3:14])[CH3:13])[CH:6]=[CH:7][CH:8]=1.[Cl:17][C:18]1[N:23]=[C:22](Cl)[C:21]([Cl:25])=[CH:20][N:19]=1.C(=O)([O-])[O-].[K+].[K+]. (3) The reactants are: [CH3:1][C:2]([C:7]1[C:12]2[N:13]([S:26]([C:29]3[CH:34]=[CH:33][C:32]([O:35][C:36]([F:39])([F:38])[F:37])=[CH:31][CH:30]=3)(=[O:28])=[O:27])[CH2:14][C:15]3[CH:21]=[CH:20][C:19]([C:22]([F:25])([F:24])[F:23])=[N:18][C:16]=3[NH:17][C:11]=2[CH:10]=[CH:9][CH:8]=1)([CH3:6])[C:3](O)=[O:4].C[N:41](C(ON1N=NC2C=CC=NC1=2)=[N+](C)C)C.F[P-](F)(F)(F)(F)F.CCN(C(C)C)C(C)C.N. Given the product [CH3:1][C:2]([C:7]1[C:12]2[N:13]([S:26]([C:29]3[CH:34]=[CH:33][C:32]([O:35][C:36]([F:37])([F:38])[F:39])=[CH:31][CH:30]=3)(=[O:27])=[O:28])[CH2:14][C:15]3[CH:21]=[CH:20][C:19]([C:22]([F:24])([F:25])[F:23])=[N:18][C:16]=3[NH:17][C:11]=2[CH:10]=[CH:9][CH:8]=1)([CH3:6])[C:3]([NH2:41])=[O:4], predict the reactants needed to synthesize it. (4) Given the product [CH2:25]([O:32][C:33]1[CH:34]=[C:35](/[CH:36]=[CH:20]/[C:21]([O:23][CH3:24])=[O:22])[CH:38]=[CH:39][C:40]=1[I:41])[C:26]1[CH:31]=[CH:30][CH:29]=[CH:28][CH:27]=1, predict the reactants needed to synthesize it. The reactants are: C1(P(=[CH:20][C:21]([O:23][CH3:24])=[O:22])(C2C=CC=CC=2)C2C=CC=CC=2)C=CC=CC=1.[CH2:25]([O:32][C:33]1[CH:34]=[C:35]([CH:38]=[CH:39][C:40]=1[I:41])[CH:36]=O)[C:26]1[CH:31]=[CH:30][CH:29]=[CH:28][CH:27]=1.